From a dataset of Peptide-MHC class II binding affinity with 134,281 pairs from IEDB. Regression. Given a peptide amino acid sequence and an MHC pseudo amino acid sequence, predict their binding affinity value. This is MHC class II binding data. The peptide sequence is ILQITQYLDFLLL. The MHC is HLA-DPA10201-DPB10501 with pseudo-sequence HLA-DPA10201-DPB10501. The binding affinity (normalized) is 0.